This data is from Forward reaction prediction with 1.9M reactions from USPTO patents (1976-2016). The task is: Predict the product of the given reaction. (1) Given the reactants [CH2:1]([O:8][CH:9]1[CH2:14][CH:13]([O:15][Si:16]([C:19]([CH3:22])([CH3:21])[CH3:20])([CH3:18])[CH3:17])[C:12](=[CH:23][C:24]#N)[CH:11]([O:26][Si:27]([C:30]([CH3:33])([CH3:32])[CH3:31])([CH3:29])[CH3:28])[CH2:10]1)[C:2]1[CH:7]=[CH:6][CH:5]=[CH:4][CH:3]=1.[H-].C([Al+]CC(C)C)C(C)C.C(C(C(C([O-])=O)O)O)([O-])=[O:45].[Na+].[K+], predict the reaction product. The product is: [CH2:1]([O:8][CH:9]1[CH2:14][CH:13]([O:15][Si:16]([C:19]([CH3:22])([CH3:21])[CH3:20])([CH3:18])[CH3:17])[C:12](=[CH:23][CH:24]=[O:45])[CH:11]([O:26][Si:27]([C:30]([CH3:33])([CH3:32])[CH3:31])([CH3:29])[CH3:28])[CH2:10]1)[C:2]1[CH:7]=[CH:6][CH:5]=[CH:4][CH:3]=1. (2) The product is: [CH:14]([N:51]([C@H:48]1[CH2:47][CH2:46][C@H:45]([C:43]([NH:42][C:29]2[C:28]3[CH:53]=[C:24]([C:22]([O:21][CH3:20])=[O:23])[CH:25]=[CH:26][C:27]=3[O:31][C:30]=2[C:32]([NH:3][C:2]2[CH:12]=[CH:11][C:4]([Cl:19])=[CH:5][N:1]=2)=[O:33])=[O:44])[CH2:50][CH2:49]1)[CH3:52])=[O:15]. Given the reactants [NH:1]1[CH:5]=[CH:4][N:3]=[CH:2]1.C(N([CH2:11][CH3:12])CC)C.C(Cl)(=O)[C:14](Cl)=[O:15].[ClH:19].[CH3:20][O:21][C:22]([C:24]1[CH:25]=[CH:26][C:27]2[O:31][C:30]([C:32](NC3C=CC(Cl)=CN=3)=[O:33])=[C:29]([NH:42][C:43]([C@H:45]3[CH2:50][CH2:49][C@H:48]([NH:51][CH3:52])[CH2:47][CH2:46]3)=[O:44])[C:28]=2[CH:53]=1)=[O:23], predict the reaction product. (3) Given the reactants Br[C:2]1[CH:3]=[CH:4][C:5]([F:40])=[C:6]([C@:8]2([CH2:38][F:39])[C@H:14]3[C@:12](/[CH:15]=[CH:16]/[C:17]([O:19][CH2:20][CH3:21])=[O:18])([CH2:13]3)[S:11][C:10]([N:22]([C:31]([O:33][C:34]([CH3:37])([CH3:36])[CH3:35])=[O:32])[CH2:23][O:24][CH2:25][CH2:26][Si:27]([CH3:30])([CH3:29])[CH3:28])=[N:9]2)[CH:7]=1.O[C@H]([C@@H]1C([O-])=C(O)C(=O)O1)CO.[Na+].[N-:54]=[N+]=[N-].[Na+].CN[C@@H]1CCCC[C@H]1NC.CP(C)C, predict the reaction product. The product is: [NH2:54][C:2]1[CH:3]=[CH:4][C:5]([F:40])=[C:6]([C@:8]2([CH2:38][F:39])[C@H:14]3[C@:12](/[CH:15]=[CH:16]/[C:17]([O:19][CH2:20][CH3:21])=[O:18])([CH2:13]3)[S:11][C:10]([N:22]([C:31]([O:33][C:34]([CH3:37])([CH3:36])[CH3:35])=[O:32])[CH2:23][O:24][CH2:25][CH2:26][Si:27]([CH3:30])([CH3:29])[CH3:28])=[N:9]2)[CH:7]=1. (4) Given the reactants [Cl:1][C:2]1[C:3]([C:9]2[CH:10]=[N:11][CH:12]=[C:13]([NH:15][CH2:16][C:17]3[CH:22]=[CH:21][CH:20]=[C:19]([F:23])[CH:18]=3)[CH:14]=2)=[CH:4][C:5](F)=[N:6][CH:7]=1.[NH2:24][C@H:25]1[CH2:30][CH2:29][C@H:28]([CH2:31][NH:32]C(=O)OC(C)(C)C)[CH2:27][CH2:26]1.Cl.O1CCOCC1, predict the reaction product. The product is: [NH2:32][CH2:31][C@H:28]1[CH2:29][CH2:30][C@H:25]([NH:24][C:5]2[CH:4]=[C:3]([C:9]3[CH:10]=[N:11][CH:12]=[C:13]([NH:15][CH2:16][C:17]4[CH:22]=[CH:21][CH:20]=[C:19]([F:23])[CH:18]=4)[CH:14]=3)[C:2]([Cl:1])=[CH:7][N:6]=2)[CH2:26][CH2:27]1. (5) Given the reactants [C:1]1(=O)[CH2:8][CH2:7][CH2:6][CH2:5][CH2:4][CH2:3][CH2:2]1.C(O[CH:15]([N:19]([CH3:21])C)[N:16](C)C)(C)(C)C.Cl.[NH2:23]C(N)=N.[Na], predict the reaction product. The product is: [N:23]1[C:2]2[CH2:3][CH2:4][CH2:5][CH2:6][CH2:7][CH2:8][C:1]=2[CH:21]=[N:19][C:15]=1[NH2:16]. (6) Given the reactants [Cl:1][C:2]1[C:3]([F:38])=[C:4]([CH:35]=[CH:36][CH:37]=1)[C:5]([N:7]1[CH2:12][CH2:11][C:10]([CH2:14][C:15]2[CH:20]=[CH:19][CH:18]=[C:17]([NH:21][C:22]3[CH:26]=[CH:25][N:24](COCC[Si](C)(C)C)[N:23]=3)[N:16]=2)([OH:13])[CH2:9][CH2:8]1)=[O:6], predict the reaction product. The product is: [ClH:1].[Cl:1][C:2]1[C:3]([F:38])=[C:4]([CH:35]=[CH:36][CH:37]=1)[C:5]([N:7]1[CH2:8][CH2:9][C:10]([CH2:14][C:15]2[CH:20]=[CH:19][CH:18]=[C:17]([NH:21][C:22]3[CH:26]=[CH:25][NH:24][N:23]=3)[N:16]=2)([OH:13])[CH2:11][CH2:12]1)=[O:6]. (7) Given the reactants C(OC(=O)C)(=O)C.[N+:8]([C:11]1[CH:12]=[C:13]([CH:16]=O)[S:14][CH:15]=1)([O-:10])=[O:9].Cl.[NH2:19]O, predict the reaction product. The product is: [N+:8]([C:11]1[CH:12]=[C:13]([C:16]#[N:19])[S:14][CH:15]=1)([O-:10])=[O:9]. (8) Given the reactants [C:1]1([C:7]2[NH:8][C:9]([NH2:12])=[N:10][N:11]=2)[CH:6]=[CH:5][CH:4]=[CH:3][CH:2]=1.[CH3:13][C:14]1[CH:19]=[CH:18][C:17]([S:20](Cl)(=[O:22])=[O:21])=[CH:16][CH:15]=1.CCOC(C)=O, predict the reaction product. The product is: [CH3:13][C:14]1[CH:19]=[CH:18][C:17]([S:20]([NH:12][C:9]2[NH:10][N:11]=[C:7]([C:1]3[CH:2]=[CH:3][CH:4]=[CH:5][CH:6]=3)[N:8]=2)(=[O:22])=[O:21])=[CH:16][CH:15]=1. (9) Given the reactants [F:1][C:2]([F:15])([C:7]1[CH:12]=[CH:11][C:10]([CH2:13][OH:14])=[CH:9][CH:8]=1)[C:3]([F:6])([F:5])[F:4].C(N(CC)CC)C.[C:23]1([CH3:33])[CH:28]=[CH:27][C:26]([S:29](Cl)(=[O:31])=[O:30])=[CH:25][CH:24]=1, predict the reaction product. The product is: [CH3:33][C:23]1[CH:28]=[CH:27][C:26]([S:29]([O:14][CH2:13][C:10]2[CH:11]=[CH:12][C:7]([C:2]([F:15])([F:1])[C:3]([F:5])([F:4])[F:6])=[CH:8][CH:9]=2)(=[O:31])=[O:30])=[CH:25][CH:24]=1. (10) Given the reactants [CH3:1][O:2][CH2:3][CH2:4][NH2:5].C(N(CC)C(C)C)(C)C.[CH3:15][S:16](Cl)(=[O:18])=[O:17], predict the reaction product. The product is: [CH3:1][O:2][CH2:3][CH2:4][NH:5][S:16]([CH3:15])(=[O:18])=[O:17].